This data is from Full USPTO retrosynthesis dataset with 1.9M reactions from patents (1976-2016). The task is: Predict the reactants needed to synthesize the given product. (1) Given the product [Cl:17][C:18]1[C:23]([S:24]([NH:1][C:2]2[CH:3]=[CH:4][C:5]([CH3:16])=[C:6]3[C:10]=2[NH:9][C:8]([C:11]([O:13][CH2:14][CH3:15])=[O:12])=[CH:7]3)(=[O:26])=[O:25])=[CH:22][CH:21]=[CH:20][N:19]=1, predict the reactants needed to synthesize it. The reactants are: [NH2:1][C:2]1[CH:3]=[CH:4][C:5]([CH3:16])=[C:6]2[C:10]=1[NH:9][C:8]([C:11]([O:13][CH2:14][CH3:15])=[O:12])=[CH:7]2.[Cl:17][C:18]1[C:23]([S:24](Cl)(=[O:26])=[O:25])=[CH:22][CH:21]=[CH:20][N:19]=1. (2) The reactants are: [NH2:1][C:2]1[CH:10]=[C:6]([C:7]([OH:9])=[O:8])[C:5]([OH:11])=[CH:4][CH:3]=1.[CH3:12][O:13][C:14]1[CH:21]=[CH:20][C:17]([CH2:18]Cl)=[CH:16][CH:15]=1. Given the product [CH3:12][O:13][C:14]1[CH:21]=[CH:20][C:17]([CH2:18][NH:1][C:2]2[CH:10]=[C:6]([C:7]([OH:9])=[O:8])[C:5]([OH:11])=[CH:4][CH:3]=2)=[CH:16][CH:15]=1, predict the reactants needed to synthesize it.